Dataset: Reaction yield outcomes from USPTO patents with 853,638 reactions. Task: Predict the reaction yield, written as a fraction of the theoretical maximum amount of product (1.0 means a 100% yield; for example, 0.34 means a 34% yield). (1) The reactants are [CH2:1]([C:5]1[N:6]=[C:7]([CH3:27])[NH:8][C:9](=[O:26])[C:10]=1[CH2:11][C:12]1[CH:17]=[CH:16][C:15]([C:18]2[C:19]([C:24]#[N:25])=[CH:20][CH:21]=[CH:22][CH:23]=2)=[CH:14][CH:13]=1)[CH2:2][CH2:3][CH3:4].[CH3:28][C:29]1([CH3:32])[CH2:31][O:30]1.C(=O)([O-])[O-].[Cs+].[Cs+].CN(C)C(=O)C. The catalyst is C(OCC)(=O)C. The product is [CH2:1]([C:5]1[N:6]=[C:7]([CH3:27])[N:8]([CH2:28][C:29]([OH:30])([CH3:32])[CH3:31])[C:9](=[O:26])[C:10]=1[CH2:11][C:12]1[CH:17]=[CH:16][C:15]([C:18]2[C:19]([C:24]#[N:25])=[CH:20][CH:21]=[CH:22][CH:23]=2)=[CH:14][CH:13]=1)[CH2:2][CH2:3][CH3:4]. The yield is 0.760. (2) The reactants are [C:1]([C:4]1[CH:9]=[CH:8][C:7]([NH:10][C:11]([C:13]2[N:14](COCC[Si](C)(C)C)[CH:15]=[C:16]([C:18]#[N:19])[N:17]=2)=[O:12])=[C:6]([C:28]2[CH2:33][CH2:32][C:31]([CH3:35])([CH3:34])[CH2:30][CH:29]=2)[CH:5]=1)(=[O:3])[CH3:2].CCO.C(O)(C(F)(F)F)=O. The catalyst is C(Cl)Cl.CO. The product is [C:1]([C:4]1[CH:9]=[CH:8][C:7]([NH:10][C:11]([C:13]2[NH:14][CH:15]=[C:16]([C:18]#[N:19])[N:17]=2)=[O:12])=[C:6]([C:28]2[CH2:33][CH2:32][C:31]([CH3:35])([CH3:34])[CH2:30][CH:29]=2)[CH:5]=1)(=[O:3])[CH3:2]. The yield is 1.00.